Dataset: NCI-60 drug combinations with 297,098 pairs across 59 cell lines. Task: Regression. Given two drug SMILES strings and cell line genomic features, predict the synergy score measuring deviation from expected non-interaction effect. (1) Drug 1: C1CCC(C(C1)N)N.C(=O)(C(=O)[O-])[O-].[Pt+4]. Drug 2: CC1C(C(CC(O1)OC2CC(CC3=C2C(=C4C(=C3O)C(=O)C5=CC=CC=C5C4=O)O)(C(=O)C)O)N)O. Cell line: TK-10. Synergy scores: CSS=55.1, Synergy_ZIP=-1.07, Synergy_Bliss=0.0929, Synergy_Loewe=0.972, Synergy_HSA=1.97. (2) Drug 1: CC1C(C(=O)NC(C(=O)N2CCCC2C(=O)N(CC(=O)N(C(C(=O)O1)C(C)C)C)C)C(C)C)NC(=O)C3=C4C(=C(C=C3)C)OC5=C(C(=O)C(=C(C5=N4)C(=O)NC6C(OC(=O)C(N(C(=O)CN(C(=O)C7CCCN7C(=O)C(NC6=O)C(C)C)C)C)C(C)C)C)N)C. Drug 2: CN1C(=O)N2C=NC(=C2N=N1)C(=O)N. Cell line: SK-MEL-5. Synergy scores: CSS=33.0, Synergy_ZIP=-1.10, Synergy_Bliss=0.0165, Synergy_Loewe=-82.4, Synergy_HSA=-3.69. (3) Drug 1: CC1=C2C(C(=O)C3(C(CC4C(C3C(C(C2(C)C)(CC1OC(=O)C(C(C5=CC=CC=C5)NC(=O)OC(C)(C)C)O)O)OC(=O)C6=CC=CC=C6)(CO4)OC(=O)C)OC)C)OC. Drug 2: N.N.Cl[Pt+2]Cl. Cell line: KM12. Synergy scores: CSS=33.4, Synergy_ZIP=-1.50, Synergy_Bliss=-4.54, Synergy_Loewe=-23.6, Synergy_HSA=-3.30. (4) Cell line: MCF7. Drug 2: CC1=C(C(CCC1)(C)C)C=CC(=CC=CC(=CC(=O)O)C)C. Drug 1: CC12CCC(CC1=CCC3C2CCC4(C3CC=C4C5=CN=CC=C5)C)O. Synergy scores: CSS=30.8, Synergy_ZIP=-1.34, Synergy_Bliss=3.83, Synergy_Loewe=-0.140, Synergy_HSA=5.63. (5) Drug 1: CC1OCC2C(O1)C(C(C(O2)OC3C4COC(=O)C4C(C5=CC6=C(C=C35)OCO6)C7=CC(=C(C(=C7)OC)O)OC)O)O. Drug 2: B(C(CC(C)C)NC(=O)C(CC1=CC=CC=C1)NC(=O)C2=NC=CN=C2)(O)O. Cell line: EKVX. Synergy scores: CSS=22.5, Synergy_ZIP=-6.38, Synergy_Bliss=-1.35, Synergy_Loewe=1.10, Synergy_HSA=0.00553. (6) Drug 2: C1=CC=C(C(=C1)C(C2=CC=C(C=C2)Cl)C(Cl)Cl)Cl. Synergy scores: CSS=0.398, Synergy_ZIP=-1.14, Synergy_Bliss=-3.89, Synergy_Loewe=-1.41, Synergy_HSA=-3.37. Cell line: TK-10. Drug 1: C1=CC(=CC=C1C#N)C(C2=CC=C(C=C2)C#N)N3C=NC=N3. (7) Drug 1: CC1=C2C(C(=O)C3(C(CC4C(C3C(C(C2(C)C)(CC1OC(=O)C(C(C5=CC=CC=C5)NC(=O)C6=CC=CC=C6)O)O)OC(=O)C7=CC=CC=C7)(CO4)OC(=O)C)O)C)OC(=O)C. Drug 2: C#CCC(CC1=CN=C2C(=N1)C(=NC(=N2)N)N)C3=CC=C(C=C3)C(=O)NC(CCC(=O)O)C(=O)O. Cell line: NCI-H226. Synergy scores: CSS=42.5, Synergy_ZIP=-2.50, Synergy_Bliss=-9.77, Synergy_Loewe=-25.3, Synergy_HSA=-10.2.